Dataset: Reaction yield outcomes from USPTO patents with 853,638 reactions. Task: Predict the reaction yield, written as a fraction of the theoretical maximum amount of product (1.0 means a 100% yield; for example, 0.34 means a 34% yield). (1) The reactants are [CH3:1][S:2]([NH:5][CH2:6][C:7]1[CH:12]=[CH:11][C:10]([CH:13]([CH3:17])[C:14]([OH:16])=O)=[CH:9][CH:8]=1)(=[O:4])=[O:3].[C:18]1([CH3:36])[CH:23]=[CH:22][CH:21]=[C:20]([C:24]2[C:29]([CH2:30][NH2:31])=[CH:28][CH:27]=[C:26]([C:32]([F:35])([F:34])[F:33])[N:25]=2)[CH:19]=1.CN(C)CCCN=C=NCC.ON1C2C=CC=CC=2N=N1.C(N(CC)CC)C. The catalyst is C(#N)C.C(OCC)(=O)C. The product is [CH3:1][S:2]([NH:5][CH2:6][C:7]1[CH:8]=[CH:9][C:10]([CH:13]([CH3:17])[C:14]([NH:31][CH2:30][C:29]2[C:24]([C:20]3[CH:19]=[C:18]([CH3:36])[CH:23]=[CH:22][CH:21]=3)=[N:25][C:26]([C:32]([F:35])([F:33])[F:34])=[CH:27][CH:28]=2)=[O:16])=[CH:11][CH:12]=1)(=[O:3])=[O:4]. The yield is 0.690. (2) The reactants are [NH2:1][CH2:2][CH:3]([NH:14][C:15](=[O:21])[O:16][C:17]([CH3:20])([CH3:19])[CH3:18])[C:4]1[CH:9]=[CH:8][CH:7]=[C:6]([C:10]([F:13])([F:12])[F:11])[CH:5]=1.C(N(CC)C(C)C)(C)C.[C:31](Cl)(=[O:33])[CH3:32]. The catalyst is ClCCl.C(OCC)(=O)C. The product is [C:31]([NH:1][CH2:2][CH:3]([NH:14][C:15](=[O:21])[O:16][C:17]([CH3:18])([CH3:20])[CH3:19])[C:4]1[CH:9]=[CH:8][CH:7]=[C:6]([C:10]([F:13])([F:12])[F:11])[CH:5]=1)(=[O:33])[CH3:32]. The yield is 1.00. (3) The catalyst is ClCCl. The product is [Cl:25][CH2:13][C:10]1[CH:11]=[CH:12][C:7]([O:6][C:5]2[CH:15]=[CH:16][C:2]([F:1])=[CH:3][CH:4]=2)=[CH:8][CH:9]=1. The yield is 0.275. The reactants are [F:1][C:2]1[CH:16]=[CH:15][C:5]([O:6][C:7]2[CH:12]=[CH:11][C:10]([CH2:13]O)=[CH:9][CH:8]=2)=[CH:4][CH:3]=1.N1C=CC=CC=1.S(Cl)([Cl:25])=O. (4) The reactants are [NH2:1][CH2:2][CH2:3][NH:4][C@@H:5]([C@@H:13]([CH3:16])[CH2:14][CH3:15])[C:6]([O:8][C:9]([CH3:12])([CH3:11])[CH3:10])=[O:7].[CH3:17][C:18]1[S:19][CH:20]=[C:21]([CH:23]=O)[N:22]=1.[BH4-].[Na+].[C:27](=O)(OC1C=CC([N+]([O-])=O)=CC=1)[O:28]C1C=CC([N+]([O-])=O)=CC=1. The catalyst is C1C=CC=CC=1.CO.C1(C)C=CC=CC=1. The product is [CH3:16][C@@H:13]([CH2:14][CH3:15])[C@H:5]([N:4]1[CH2:3][CH2:2][N:1]([CH2:23][C:21]2[N:22]=[C:18]([CH3:17])[S:19][CH:20]=2)[C:27]1=[O:28])[C:6]([O:8][C:9]([CH3:10])([CH3:11])[CH3:12])=[O:7]. The yield is 0.690. (5) The reactants are [Cl-].[Li+].[CH3:3][O:4][C:5]([CH2:7]P(OC)(OC)=O)=[O:6].N12CCCN=C1CCCCC2.[CH3:25][C:26]([C:28]1[CH:33]=[CH:32][CH:31]=[C:30]([O:34][CH2:35][C:36]2[CH:41]=[CH:40][CH:39]=[CH:38][CH:37]=2)[CH:29]=1)=O. The catalyst is CC#N.CCOC(C)=O. The product is [C:36]1([CH2:35][O:34][C:30]2[CH:29]=[C:28](/[C:26](/[CH3:25])=[CH:7]/[C:5]([O:4][CH3:3])=[O:6])[CH:33]=[CH:32][CH:31]=2)[CH:37]=[CH:38][CH:39]=[CH:40][CH:41]=1. The yield is 0.360. (6) The reactants are [N:1]1([C:7]2[N:15]=[C:14]3[C:10]([N:11](COCC[Si](C)(C)C)[C:12]([C:16]([C:18]4[CH:19]=[C:20]([CH3:24])[CH:21]=[CH:22][CH:23]=4)=[O:17])=[N:13]3)=[C:9]([N:33]3[CH2:38][CH2:37][O:36][CH2:35][CH2:34]3)[N:8]=2)[CH2:6][CH2:5][O:4][CH2:3][CH2:2]1. The catalyst is C(O)C.Cl. The product is [N:1]1([C:7]2[N:15]=[C:14]3[C:10]([NH:11][C:12]([C:16]([C:18]4[CH:19]=[C:20]([CH3:24])[CH:21]=[CH:22][CH:23]=4)=[O:17])=[N:13]3)=[C:9]([N:33]3[CH2:38][CH2:37][O:36][CH2:35][CH2:34]3)[N:8]=2)[CH2:6][CH2:5][O:4][CH2:3][CH2:2]1. The yield is 0.570.